Task: Predict the reactants needed to synthesize the given product.. Dataset: Full USPTO retrosynthesis dataset with 1.9M reactions from patents (1976-2016) The reactants are: [Cl:1][C:2]1[CH:7]=[CH:6][C:5]([CH2:8][NH:9][C:10]([CH:12]2[CH2:14][CH2:13]2)=[O:11])=[CH:4][C:3]=1[C:15]1[NH:19][C:18](=[O:20])[N:17]([C:21]2[CH:30]=[CH:29][C:24]([C:25](OC)=[O:26])=[CH:23][CH:22]=2)[N:16]=1.[F:31][C:32]([F:41])([F:40])[C:33]1[CH:34]=[C:35]([CH:37]=[CH:38][CH:39]=1)[NH2:36].C[Al](C)C. Given the product [Cl:1][C:2]1[CH:7]=[CH:6][C:5]([CH2:8][NH:9][C:10]([CH:12]2[CH2:14][CH2:13]2)=[O:11])=[CH:4][C:3]=1[C:15]1[NH:19][C:18](=[O:20])[N:17]([C:21]2[CH:30]=[CH:29][C:24]([C:25]([NH:36][C:35]3[CH:37]=[CH:38][CH:39]=[C:33]([C:32]([F:31])([F:40])[F:41])[CH:34]=3)=[O:26])=[CH:23][CH:22]=2)[N:16]=1, predict the reactants needed to synthesize it.